This data is from Forward reaction prediction with 1.9M reactions from USPTO patents (1976-2016). The task is: Predict the product of the given reaction. (1) Given the reactants [CH3:1][C:2]12[CH2:14][C:13]3[C:8](=[CH:9][CH:10]=[CH:11][CH:12]=3)[CH:3]1[NH:4][CH2:5][CH2:6][CH2:7]2.[CH3:15][C:16]([CH3:18])=O.C(O[BH-](OC(=O)C)OC(=O)C)(=O)C.[Na+].[OH-].[Na+], predict the reaction product. The product is: [CH:16]([N:4]1[CH2:5][CH2:6][CH2:7][C:2]2([CH3:1])[CH2:14][C:13]3[C:8]([CH:3]12)=[CH:9][CH:10]=[CH:11][CH:12]=3)([CH3:18])[CH3:15]. (2) Given the reactants [F:1][C:2]1[CH:7]=[CH:6][C:5]([C:8]2[N:12]([C:13]3[CH:18]=[CH:17][CH:16]=[CH:15][CH:14]=3)[N:11]=[C:10]([CH2:19][CH2:20][CH:21]=O)[CH:9]=2)=[CH:4][CH:3]=1.[CH3:23][C:24]1[C:29]([CH3:30])=[CH:28][CH:27]=[CH:26][C:25]=1[N:31]1[CH2:36][CH2:35][NH:34][CH2:33][CH2:32]1.CCN(C(C)C)C(C)C.[BH-](OC(C)=O)(OC(C)=O)OC(C)=O.[Na+], predict the reaction product. The product is: [F:1][C:2]1[CH:7]=[CH:6][C:5]([C:8]2[N:12]([C:13]3[CH:18]=[CH:17][CH:16]=[CH:15][CH:14]=3)[N:11]=[C:10]([CH2:19][CH2:20][CH2:21][N:34]3[CH2:35][CH2:36][N:31]([C:25]4[CH:26]=[CH:27][CH:28]=[C:29]([CH3:30])[C:24]=4[CH3:23])[CH2:32][CH2:33]3)[CH:9]=2)=[CH:4][CH:3]=1.